Dataset: Full USPTO retrosynthesis dataset with 1.9M reactions from patents (1976-2016). Task: Predict the reactants needed to synthesize the given product. (1) Given the product [CH2:17]([N:14]1[CH2:15][CH2:16][C:11]2([CH2:10][C:9](=[O:28])[C:8]3[C:25](=[CH:26][CH:27]=[C:6](/[CH:5]=[CH:4]/[C:3]([OH:29])=[O:2])[CH:7]=3)[O:24]2)[CH2:12][CH2:13]1)[C:18]1[CH:19]=[CH:20][CH:21]=[CH:22][CH:23]=1, predict the reactants needed to synthesize it. The reactants are: C[O:2][C:3](=[O:29])/[CH:4]=[CH:5]/[C:6]1[CH:7]=[C:8]2[C:25](=[CH:26][CH:27]=1)[O:24][C:11]1([CH2:16][CH2:15][N:14]([CH2:17][C:18]3[CH:23]=[CH:22][CH:21]=[CH:20][CH:19]=3)[CH2:13][CH2:12]1)[CH2:10][C:9]2=[O:28].[OH-].[Na+]. (2) Given the product [CH3:1][C:2]1[CH:7]=[CH:6][CH:5]=[C:4]([CH3:8])[N+:3]=1[O-:17], predict the reactants needed to synthesize it. The reactants are: [CH3:1][C:2]1[CH:7]=[CH:6][CH:5]=[C:4]([CH3:8])[N:3]=1.C1C=C(Cl)C=C(C(OO)=[O:17])C=1. (3) Given the product [C@H:11]1([N:34]2[N:35]=[C:36]([C:43]([NH2:47])=[O:45])[C:37]([C:39]([NH2:50])=[O:41])=[N:38]2)[O:12][C@@H:13]([CH2:24][OH:25])[C@H:14]([OH:15])[C@@H:10]1[OH:9], predict the reactants needed to synthesize it. The reactants are: C([O:9][C@H:10]1[C@@H:14]([O:15]C(=O)C2C=CC=CC=2)[C@H:13]([CH2:24][O:25]C(=O)C2C=CC=CC=2)[O:12][C@@H:11]1[N:34]1[N:38]=[C:37]([C:39]([O:41]C)=O)[C:36]([C:43]([O:45]C)=O)=[N:35]1)(=O)C1C=CC=CC=1.[NH3:47].CO.[NH3:50]. (4) Given the product [C:1]([C:3]1[CH:4]=[CH:5][C:6]([C@H:9]2[C:18]3[C:17](=[O:19])[CH2:16][CH2:15][CH2:14][C:13]=3[N:12]([C:20]3[CH:25]=[CH:24][CH:23]=[C:22]([C:26]([F:28])([F:29])[F:27])[CH:21]=3)[C:11](=[O:30])[N:10]2[CH2:31][C:32]([OH:34])=[O:33])=[CH:7][CH:8]=1)#[N:2], predict the reactants needed to synthesize it. The reactants are: [C:1]([C:3]1[CH:8]=[CH:7][C:6]([CH:9]2[C:18]3[C:17](=[O:19])[CH2:16][CH2:15][CH2:14][C:13]=3[N:12]([C:20]3[CH:25]=[CH:24][CH:23]=[C:22]([C:26]([F:29])([F:28])[F:27])[CH:21]=3)[C:11](=[O:30])[N:10]2[CH2:31][C:32]([OH:34])=[O:33])=[CH:5][CH:4]=1)#[N:2].C(C1C=CC([C@H]2C3C(=O)CCCC=3N(C3C=CC=C(C(F)(F)F)C=3)C(=O)N2CC(OC)=O)=CC=1)#N. (5) Given the product [Br:21][C:10]1[N:9]=[C:8]([C@H:11]2[CH2:16][N:15]3[C:17](=[O:20])[O:18][CH2:19][C@@H:14]3[CH2:13][CH2:12]2)[N:4]2[CH:5]=[CH:6][N:7]=[C:2]([Cl:1])[C:3]=12, predict the reactants needed to synthesize it. The reactants are: [Cl:1][C:2]1[C:3]2[N:4]([C:8]([C@H:11]3[CH2:16][N:15]4[C:17](=[O:20])[O:18][CH2:19][C@@H:14]4[CH2:13][CH2:12]3)=[N:9][CH:10]=2)[CH:5]=[CH:6][N:7]=1.[Br:21]N1C(=O)CCC1=O. (6) Given the product [C:49]([O:48][C:46]([N:39]1[CH2:45][CH2:44][CH2:43][N:42]([C:21](=[O:23])[C:20]2[CH:24]=[CH:25][CH:26]=[C:18]([C:16]3[N:17]=[C:12]([NH:11][C:5]4[CH:6]=[CH:7][C:8]([O:9][CH3:10])=[C:3]([O:2][CH3:1])[CH:4]=4)[C:13]4[N:29]=[CH:28][S:27][C:14]=4[N:15]=3)[CH:19]=2)[CH2:41][CH2:40]1)=[O:47])([CH3:52])([CH3:50])[CH3:51], predict the reactants needed to synthesize it. The reactants are: [CH3:1][O:2][C:3]1[CH:4]=[C:5]([NH:11][C:12]2[C:13]3[N:29]=[CH:28][S:27][C:14]=3[N:15]=[C:16]([C:18]3[CH:19]=[C:20]([CH:24]=[CH:25][CH:26]=3)[C:21]([OH:23])=O)[N:17]=2)[CH:6]=[CH:7][C:8]=1[O:9][CH3:10].CCN(C(C)C)C(C)C.[N:39]1([C:46]([O:48][C:49]([CH3:52])([CH3:51])[CH3:50])=[O:47])[CH2:45][CH2:44][CH2:43][NH:42][CH2:41][CH2:40]1.C1N(P(Cl)(N2C(=O)OCC2)=O)C(=O)OC1. (7) Given the product [CH:10]([C:9]1[CH:12]=[CH:13][C:6]([N:1]2[CH:5]=[N:4][CH:3]=[N:2]2)=[CH:7][CH:8]=1)=[CH2:14], predict the reactants needed to synthesize it. The reactants are: [N:1]1([C:6]2[CH:13]=[CH:12][C:9]([CH:10]=O)=[CH:8][CH:7]=2)[CH:5]=[N:4][CH:3]=[N:2]1.[C:14]([O-])([O-])=O.[K+].[K+]. (8) The reactants are: [Br:1][C:2]1[CH:7]=[CH:6][N:5]=[C:4]([N:8]2[C:15]3[C@@H:14]4[CH2:16][C@@H:13]4[CH2:12][C:11]=3[C:10]([C:17]([OH:19])=O)=[N:9]2)[CH:3]=1.C(N(CC)CC)C.CN(C(ON1N=NC2C=CC=NC1=2)=[N+](C)C)C.F[P-](F)(F)(F)(F)F.[NH2:51][C@@H:52]([C:55]([CH3:58])([CH3:57])[CH3:56])[CH2:53][OH:54]. Given the product [OH:54][CH2:53][C@@H:52]([NH:51][C:17]([C:10]1[C:11]2[CH2:12][C@H:13]3[CH2:16][C@H:14]3[C:15]=2[N:8]([C:4]2[CH:3]=[C:2]([Br:1])[CH:7]=[CH:6][N:5]=2)[N:9]=1)=[O:19])[C:55]([CH3:58])([CH3:57])[CH3:56], predict the reactants needed to synthesize it. (9) The reactants are: [Cl:1][C:2]1[CH:3]=[C:4]([CH3:11])[C:5]([OH:10])=[C:6]([CH:9]=1)[CH:7]=[O:8].C(=O)([O-])[O-].[K+].[K+].Br[CH2:19][C:20]([O:22]C)=[O:21]. Given the product [Cl:1][C:2]1[CH:3]=[C:4]([CH3:11])[C:5]([O:10][CH2:19][C:20]([OH:22])=[O:21])=[C:6]([CH:7]=[O:8])[CH:9]=1, predict the reactants needed to synthesize it.